From a dataset of Forward reaction prediction with 1.9M reactions from USPTO patents (1976-2016). Predict the product of the given reaction. (1) Given the reactants [C:1]([O:5][C:6]([N:8]1[CH2:13][CH2:12][C:11](=[C:14](I)[C:15]2[CH:20]=[CH:19][CH:18]=[CH:17][CH:16]=2)[CH2:10][CH2:9]1)=[O:7])([CH3:4])([CH3:3])[CH3:2].[O:34]1[CH:35]=[CH:36][CH:37]=[C:33]1P([C:33]1[O:34][CH:35]=[CH:36][CH:37]=1)[C:33]1[O:34][CH:35]=[CH:36][CH:37]=1.C([Sn](CCCC)(CCCC)[C:43]1[CH:47]=C(C(OCC)=O)[NH:45][N:44]=1)CCC.C1C[O:64]CC1, predict the reaction product. The product is: [C:1]([O:5][C:6]([N:8]1[CH2:13][CH2:12][C:11](=[C:14]([C:15]2[CH:20]=[CH:19][CH:18]=[CH:17][CH:16]=2)[C:43]2[CH:47]=[C:35]([CH2:36][CH2:37][C:33]([OH:34])=[O:64])[NH:45][N:44]=2)[CH2:10][CH2:9]1)=[O:7])([CH3:4])([CH3:3])[CH3:2]. (2) Given the reactants [CH2:1]([O:3][C:4]([C:6]1[CH:7]=[CH:8][C:9]([N:12]2[CH2:17][CH2:16][CH:15]([NH2:18])[CH2:14][CH2:13]2)=[N:10][CH:11]=1)=[O:5])[CH3:2].C(N(CC)CC)C.[CH:26]1[N:30]=[CH:29][N:28]([C:31](N2C=NC=C2)=[O:32])[CH:27]=1, predict the reaction product. The product is: [CH2:1]([O:3][C:4]([C:6]1[CH:7]=[CH:8][C:9]([N:12]2[CH2:17][CH2:16][CH:15]([NH:18][C:31]([N:28]3[CH:27]=[CH:26][N:30]=[CH:29]3)=[O:32])[CH2:14][CH2:13]2)=[N:10][CH:11]=1)=[O:5])[CH3:2]. (3) Given the reactants O.[C:2]1([CH3:19])[CH:7]=[CH:6][C:5]([S:8]([N:11]2[CH2:18][CH2:17][CH2:16][C@H:12]2[C:13]([OH:15])=O)(=[O:10])=[O:9])=[CH:4][CH:3]=1.Cl.C[O:22][C:23](=[O:30])[C@H:24]([C@H:26]([CH2:28][CH3:29])[CH3:27])[NH2:25].[Li+].[OH-], predict the reaction product. The product is: [C:2]1([CH3:19])[CH:3]=[CH:4][C:5]([S:8]([N:11]2[CH2:18][CH2:17][CH2:16][C@H:12]2[C:13]([NH:25][C@H:24]([C:23]([OH:30])=[O:22])[C@H:26]([CH2:28][CH3:29])[CH3:27])=[O:15])(=[O:9])=[O:10])=[CH:6][CH:7]=1. (4) Given the reactants Br[C:2]1[CH:3]=[C:4]([C:9]([OH:11])=O)[CH:5]=[N:6][C:7]=1Cl.[OH:12][CH2:13][CH:14]1[CH2:16][CH2:15]1.[F:17][C:18]1[CH:23]=[CH:22][C:21](B(O)O)=[CH:20][CH:19]=1.Cl.[NH2:28][CH2:29][C:30]([CH:33]1[CH2:36][CH2:35][CH2:34]1)([OH:32])[CH3:31], predict the reaction product. The product is: [CH:33]1([C:30]([OH:32])([CH3:31])[CH2:29][NH:28][C:9](=[O:11])[C:4]2[CH:3]=[C:2]([C:21]3[CH:22]=[CH:23][C:18]([F:17])=[CH:19][CH:20]=3)[C:7]([O:12][CH2:13][CH:14]3[CH2:16][CH2:15]3)=[N:6][CH:5]=2)[CH2:36][CH2:35][CH2:34]1. (5) Given the reactants [NH2:1][C:2]1[C:3]([F:10])=[CH:4][C:5]([Cl:9])=[C:6]([OH:8])[CH:7]=1.C(=O)([O-])O.[Na+].[C:16]([C:18]([C:21]1[CH:22]=[C:23]([CH:27]=[CH:28][CH:29]=1)[C:24](Cl)=[O:25])([CH3:20])[CH3:19])#[N:17], predict the reaction product. The product is: [Cl:9][C:5]1[C:6]([OH:8])=[CH:7][C:2]([NH:1][C:24](=[O:25])[C:23]2[CH:27]=[CH:28][CH:29]=[C:21]([C:18]([C:16]#[N:17])([CH3:19])[CH3:20])[CH:22]=2)=[C:3]([F:10])[CH:4]=1.